Predict the reactants needed to synthesize the given product. From a dataset of Full USPTO retrosynthesis dataset with 1.9M reactions from patents (1976-2016). Given the product [CH3:47][O:46][C:44](=[O:45])[CH2:43][CH2:42][CH:41]([C:30]1[CH:35]=[CH:34][C:33]([O:36][CH3:37])=[CH:32][CH:31]=1)[N+:38]([O-:40])=[O:39], predict the reactants needed to synthesize it. The reactants are: C(P(C(C)(C)C)C1C=CC=CC=1C1C=CC=CC=1C)(C)(C)C.C(=O)([O-])[O-].[Cs+].[Cs+].Br[C:30]1[CH:35]=[CH:34][C:33]([O:36][CH3:37])=[CH:32][CH:31]=1.[N+:38]([CH2:41][CH2:42][CH2:43][C:44]([O:46][CH3:47])=[O:45])([O-:40])=[O:39].[NH4+].[Cl-].